Dataset: Reaction yield outcomes from USPTO patents with 853,638 reactions. Task: Predict the reaction yield, written as a fraction of the theoretical maximum amount of product (1.0 means a 100% yield; for example, 0.34 means a 34% yield). (1) The reactants are [H-].[Na+].[CH3:3][OH:4].Cl[C:6]1[N:7]=[C:8]([N:26]2[CH2:31][CH2:30][NH:29][CH2:28][CH:27]2[C:32](=[O:41])[NH:33][C:34]2[CH:39]=[CH:38][CH:37]=[C:36]([CH3:40])[CH:35]=2)[C:9]2[N:15]=[C:14]([C:16]3[CH:21]=[CH:20][C:19]([O:22][CH3:23])=[C:18]([O:24][CH3:25])[CH:17]=3)[CH:13]=[CH:12][C:10]=2[N:11]=1. The catalyst is O1CCCC1.O. The product is [CH3:3][O:4][C:6]1[N:7]=[C:8]([N:26]2[CH2:31][CH2:30][NH:29][CH2:28][CH:27]2[C:32](=[O:41])[NH:33][C:34]2[CH:39]=[CH:38][CH:37]=[C:36]([CH3:40])[CH:35]=2)[C:9]2[N:15]=[C:14]([C:16]3[CH:21]=[CH:20][C:19]([O:22][CH3:23])=[C:18]([O:24][CH3:25])[CH:17]=3)[CH:13]=[CH:12][C:10]=2[N:11]=1. The yield is 0.510. (2) The reactants are [CH:1]1[C:9]2[C:8]3[CH:10]=[CH:11][CH:12]=[CH:13][C:7]=3[O:6][C:5]=2[CH:4]=[CH:3][CH:2]=1.C[C:15]([O-])([CH3:17])C.[K+].[SiH:20]([CH2:25][CH3:26])([CH2:23][CH3:24])[CH2:21][CH3:22]. The catalyst is C1(C)C=CC=CC=1. The product is [CH2:21]([Si:20]([CH2:15][CH3:17])([CH2:23][CH3:24])[C:13]1[CH:12]=[CH:11][CH:10]=[C:8]([C:9]2[CH:5]=[CH:4][CH:3]=[C:2]([Si:20]([CH2:25][CH3:26])([CH2:23][CH3:24])[CH2:21][CH3:22])[CH:1]=2)[C:7]=1[OH:6])[CH3:22]. The yield is 0.0100. (3) The reactants are [CH3:1][O:2][C:3]([C:5]1[C:6]([NH:17][C:18]2[CH:23]=[CH:22][C:21]([CH3:24])=[CH:20][C:19]=2[F:25])=[C:7]([F:16])[C:8]2[N:9]([C:11]([C:14]#[CH:15])=[CH:12][N:13]=2)[CH:10]=1)=[O:4]. The catalyst is [Pd]. The product is [CH3:1][O:2][C:3]([C:5]1[C:6]([NH:17][C:18]2[CH:23]=[CH:22][C:21]([CH3:24])=[CH:20][C:19]=2[F:25])=[C:7]([F:16])[C:8]2[N:9]([C:11]([CH2:14][CH3:15])=[CH:12][N:13]=2)[CH:10]=1)=[O:4]. The yield is 0.860.